The task is: Predict the reactants needed to synthesize the given product.. This data is from Full USPTO retrosynthesis dataset with 1.9M reactions from patents (1976-2016). (1) Given the product [ClH:47].[OH:46][C:43]1[CH:44]=[CH:45][C:40]([CH:32]([C:33]2[CH:38]=[CH:37][C:36]([OH:39])=[CH:35][CH:34]=2)[CH2:31][NH:30][C:9]2[N:8]=[C:7]([N:4]3[CH2:5][CH2:6][C@@H:2]([NH:1][C:72]([NH:102][CH2:103][C:104]4[CH:105]=[N:106][CH:107]=[CH:108][CH:109]=4)=[O:73])[CH2:3]3)[N:15]=[C:14]3[C:10]=2[N:11]=[CH:12][N:13]3[C@@H:16]2[CH2:20][C@H:19]([N:21]3[N:25]=[N:24][C:23]([CH2:26][CH3:27])=[N:22]3)[C@@H:18]([OH:28])[C@H:17]2[OH:29])=[CH:41][CH:42]=1, predict the reactants needed to synthesize it. The reactants are: [NH2:1][C@@H:2]1[CH2:6][CH2:5][N:4]([C:7]2[N:15]=[C:14]3[C:10]([N:11]=[CH:12][N:13]3[C@@H:16]3[CH2:20][C@H:19]([N:21]4[N:25]=[N:24][C:23]([CH2:26][CH3:27])=[N:22]4)[C@@H:18]([OH:28])[C@H:17]3[OH:29])=[C:9]([NH:30][CH2:31][CH:32]([C:40]3[CH:45]=[CH:44][C:43]([OH:46])=[CH:42][CH:41]=3)[C:33]3[CH:38]=[CH:37][C:36]([OH:39])=[CH:35][CH:34]=3)[N:8]=2)[CH2:3]1.[ClH:47].C1(C(C2C=CC=CC=2)CNC2N=C(N3CC[C@@H](N[C:72](NCC4C=CC=CN=4)=[O:73])C3)N=C3C=2N=CN3[C@@H]2C[C@H](N3N=NC(CC)=N3)[C@@H](O)[C@H]2O)C=CC=CC=1.[NH2:102][CH2:103][C:104]1[CH:105]=[N:106][CH:107]=[CH:108][CH:109]=1. (2) Given the product [Cl:1][C:2]1[CH:3]=[C:4]([NH:5][S:18]([CH3:21])(=[O:20])=[O:19])[CH:6]=[CH:7][C:8]=1[B:9]1[O:13][C:12]([CH3:15])([CH3:14])[C:11]([CH3:17])([CH3:16])[O:10]1, predict the reactants needed to synthesize it. The reactants are: [Cl:1][C:2]1[CH:3]=[C:4]([CH:6]=[CH:7][C:8]=1[B:9]1[O:13][C:12]([CH3:15])([CH3:14])[C:11]([CH3:17])([CH3:16])[O:10]1)[NH2:5].[S:18](Cl)([CH3:21])(=[O:20])=[O:19]. (3) Given the product [CH:1]1([C:4]2[CH:41]=[CH:40][C:7]([CH2:8][O:9][C:10]3[CH:15]=[CH:14][C:13]([CH:16]4[CH2:17][N:18]([C:20]([C:22]5[CH:27]=[C:26]([CH2:28][O:29][CH2:30][C@@H:31]([OH:32])[CH2:35][OH:34])[CH:25]=[CH:24][N:23]=5)=[O:21])[CH2:19]4)=[CH:12][C:11]=3[O:38][CH3:39])=[CH:6][CH:5]=2)[CH2:3][CH2:2]1, predict the reactants needed to synthesize it. The reactants are: [CH:1]1([C:4]2[CH:41]=[CH:40][C:7]([CH2:8][O:9][C:10]3[CH:15]=[CH:14][C:13]([CH:16]4[CH2:19][N:18]([C:20]([C:22]5[CH:27]=[C:26]([CH2:28][O:29][CH2:30][C@@H:31]6[CH2:35][O:34]C(C)(C)[O:32]6)[CH:25]=[CH:24][N:23]=5)=[O:21])[CH2:17]4)=[CH:12][C:11]=3[O:38][CH3:39])=[CH:6][CH:5]=2)[CH2:3][CH2:2]1.C1(C2C=CC(COC3C=CC(C4CN(C(C5C=C([C@H](C6COC(C)(C)O6)OC)C=CN=5)=O)C4)=CC=3OC)=CC=2)CC1.Cl.